Dataset: Cav3 T-type calcium channel HTS with 100,875 compounds. Task: Binary Classification. Given a drug SMILES string, predict its activity (active/inactive) in a high-throughput screening assay against a specified biological target. The molecule is S(=O)(=O)(N1CCOCC1)c1cc(C(=O)NC2CCN(CC2)C(OCC)=O)c(F)cc1. The result is 0 (inactive).